Dataset: Drug-target binding data from BindingDB using IC50 measurements. Task: Regression. Given a target protein amino acid sequence and a drug SMILES string, predict the binding affinity score between them. We predict pIC50 (pIC50 = -log10(IC50 in M); higher means more potent). Dataset: bindingdb_ic50. (1) The drug is O=C(N/N=C/c1ccsc1)c1ccccn1. The target protein (P51843) has sequence MAGENHQWQGSILYNMLMSAKQTRAAPEAPETRLVDQCWGCSCGDEPGVGREGLLGGRNVALLYRCCFCGKDHPRQGSILYSMLTSAKQTYAAPKAPEATLGPCWGCSCGSDPGVGRAGLPGGRPVALLYRCCFCGEDHPRQGSILYSLLTSSKQTHVAPAAPEARPGGAWWDRSYFAQRPGGKEALPGGRATALLYRCCFCGEDHPQQGSTLYCVPTSTNQAQAAPEERPRAPWWDTSSGALRPVALKSPQVVCEAASAGLLKTLRFVKYLPCFQVLPLDQQLVLVRNCWASLLMLELAQDRLQFETVEVSEPSMLQKILTTRRRETGGNEPLPVPTLQHHLAPPAEARKVPSASQVQAIKCFLSKCWSLNISTKEYAYLKGTVLFNPDVPGLQCVKYIQGLQWGTQQILSEHTRMTHQGPHDRFIELNSTLFLLRFINANVIAELFFRPIIGTVSMDDMMLEMLCTKI. The pIC50 is 4.2. (2) The drug is Cc1nccn1-c1cc2ccccc2cc1Cn1nc(-c2ccc3nc(N)sc3c2)c2c(N)ncnc21. The target protein (P27986) has sequence MSAEGYQYRALYDYKKEREEDIDLHLGDILTVNKGSLVALGFSDGQEARPEEIGWLNGYNETTGERGDFPGTYVEYIGRKKISPPTPKPRPPRPLPVAPGSSKTEADVEQQALTLPDLAEQFAPPDIAPPLLIKLVEAIEKKGLECSTLYRTQSSSNLAELRQLLDCDTPSVDLEMIDVHVLADAFKRYLLDLPNPVIPAAVYSEMISLAPEVQSSEEYIQLLKKLIRSPSIPHQYWLTLQYLLKHFFKLSQTSSKNLLNARVLSEIFSPMLFRFSAASSDNTENLIKVIEILISTEWNERQPAPALPPKPPKPTTVANNGMNNNMSLQDAEWYWGDISREEVNEKLRDTADGTFLVRDASTKMHGDYTLTLRKGGNNKLIKIFHRDGKYGFSDPLTFSSVVELINHYRNESLAQYNPKLDVKLLYPVSKYQQDQVVKEDNIEAVGKKLHEYNTQFQEKSREYDRLYEEYTRTSQEIQMKRTAIEAFNETIKIFEEQCQT.... The pIC50 is 6.3. (3) The compound is N#Cc1c(-c2cccs2)nc(SCc2cccc(CC(=O)O)c2)[nH]c1=O. The target protein (P04800) has sequence MDLLSALTLETWVLLAVVLVLLYGFGTRTHGLFKKQGIPGPKPLPFFGTVLNYYMGLWKFDVECHKKYGKIWGLFDGQMPLFAITDTEMIKNVLVKECFSVFTNRRDFGPVGIMGKAVSVAKDEEWKRYRALLSPTFTSGRLKEMFPIIEQYGDILVKYLKQEAETGKPVTMKKVFGAYSMDVITSTSFGVNVDSLNNPKDPFVEKTKKLLRFDFFDPLFLSVVLFPFLTPIYEMLNICMFPKDSIEFFKKFVYRMKETRLDSVQKHRVDFLQLMMNAHNDSKDKESHTALSDMEITAQSIIFIFAGYEPTSSTLSFVLHSLATHPDTQKKLQEEIDRALPNKAPPTYDTVMEMEYLDMVLNETLRLYPIGNRLERVCKKDVEINGVFMPKGSVVMIPSYALHRDPQHWPEPEEFRPERFSKENKGSIDPYVYLPFGNGPRNCIGMRFALMNMKLALTKVLQNFSFQPCKETQIPLKLSRQGLLQPTKPIILKVVPRDEI.... The pIC50 is 5.0.